This data is from Cav3 T-type calcium channel HTS with 100,875 compounds. The task is: Binary Classification. Given a drug SMILES string, predict its activity (active/inactive) in a high-throughput screening assay against a specified biological target. The molecule is S(=O)(=O)(N1C(CCC1)C(O)=O)c1ccc(cc1)C. The result is 0 (inactive).